The task is: Predict which catalyst facilitates the given reaction.. This data is from Catalyst prediction with 721,799 reactions and 888 catalyst types from USPTO. Reactant: C([O:3][P:4]([CH2:9][C:10]1[CH:15]=[C:14]([CH2:16][C:17]2[CH:22]=[CH:21][C:20]([CH2:23][CH3:24])=[CH:19][CH:18]=2)[CH:13]=[CH:12][C:11]=1[OH:25])(=[O:8])[O:5]CC)C.Br[Si](C)(C)C.CO. Product: [CH2:23]([C:20]1[CH:19]=[CH:18][C:17]([CH2:16][C:14]2[CH:13]=[CH:12][C:11]([OH:25])=[C:10]([CH:15]=2)[CH2:9][P:4](=[O:3])([OH:5])[OH:8])=[CH:22][CH:21]=1)[CH3:24]. The catalyst class is: 4.